This data is from NCI-60 drug combinations with 297,098 pairs across 59 cell lines. The task is: Regression. Given two drug SMILES strings and cell line genomic features, predict the synergy score measuring deviation from expected non-interaction effect. (1) Drug 1: CC(C1=C(C=CC(=C1Cl)F)Cl)OC2=C(N=CC(=C2)C3=CN(N=C3)C4CCNCC4)N. Drug 2: CNC(=O)C1=NC=CC(=C1)OC2=CC=C(C=C2)NC(=O)NC3=CC(=C(C=C3)Cl)C(F)(F)F. Cell line: SK-MEL-2. Synergy scores: CSS=37.8, Synergy_ZIP=-1.96, Synergy_Bliss=2.03, Synergy_Loewe=-0.986, Synergy_HSA=0.0620. (2) Cell line: NCIH23. Synergy scores: CSS=14.4, Synergy_ZIP=-9.49, Synergy_Bliss=-1.61, Synergy_Loewe=-4.99, Synergy_HSA=0.196. Drug 2: CN(CC1=CN=C2C(=N1)C(=NC(=N2)N)N)C3=CC=C(C=C3)C(=O)NC(CCC(=O)O)C(=O)O. Drug 1: CC(C1=C(C=CC(=C1Cl)F)Cl)OC2=C(N=CC(=C2)C3=CN(N=C3)C4CCNCC4)N. (3) Drug 1: C1=CC(=CC=C1CCCC(=O)O)N(CCCl)CCCl. Drug 2: CS(=O)(=O)CCNCC1=CC=C(O1)C2=CC3=C(C=C2)N=CN=C3NC4=CC(=C(C=C4)OCC5=CC(=CC=C5)F)Cl. Cell line: NCI-H226. Synergy scores: CSS=19.0, Synergy_ZIP=-2.00, Synergy_Bliss=4.37, Synergy_Loewe=2.20, Synergy_HSA=2.78. (4) Drug 1: C1CN1P(=S)(N2CC2)N3CC3. Drug 2: CC12CCC3C(C1CCC2O)C(CC4=C3C=CC(=C4)O)CCCCCCCCCS(=O)CCCC(C(F)(F)F)(F)F. Cell line: COLO 205. Synergy scores: CSS=11.4, Synergy_ZIP=-1.71, Synergy_Bliss=3.71, Synergy_Loewe=1.32, Synergy_HSA=2.06. (5) Drug 1: C1=C(C(=O)NC(=O)N1)F. Drug 2: CN1C(=O)N2C=NC(=C2N=N1)C(=O)N. Synergy scores: CSS=18.6, Synergy_ZIP=-5.78, Synergy_Bliss=0.118, Synergy_Loewe=-5.34, Synergy_HSA=-1.77. Cell line: SNB-75.